This data is from Catalyst prediction with 721,799 reactions and 888 catalyst types from USPTO. The task is: Predict which catalyst facilitates the given reaction. (1) Reactant: [Cl:1][C:2]1[CH:7]=[CH:6][CH:5]=[C:4]([Cl:8])[C:3]=1[C:9]1[C:13]([CH2:14][O:15][C:16]2[CH:21]=[CH:20][C:19]([C:22]3[CH:23]=[C:24]4[C:29](=[CH:30][CH:31]=3)[N:28]=[C:27]([C:32]([O:34]CC)=[O:33])[CH:26]=[N:25]4)=[CH:18][CH:17]=2)=[C:12]([CH:37]([CH3:39])[CH3:38])[O:11][N:10]=1.[OH-].[Na+]. Product: [Cl:1][C:2]1[CH:7]=[CH:6][CH:5]=[C:4]([Cl:8])[C:3]=1[C:9]1[C:13]([CH2:14][O:15][C:16]2[CH:17]=[CH:18][C:19]([C:22]3[CH:23]=[C:24]4[C:29](=[CH:30][CH:31]=3)[N:28]=[C:27]([C:32]([OH:34])=[O:33])[CH:26]=[N:25]4)=[CH:20][CH:21]=2)=[C:12]([CH:37]([CH3:39])[CH3:38])[O:11][N:10]=1. The catalyst class is: 199. (2) Reactant: [NH:1]1[C:5]2[CH:6]=[CH:7][CH:8]=[CH:9][C:4]=2[N:3]=[C:2]1[CH2:10][O:11][C:12]1[C:19]([O:20][CH3:21])=[CH:18][C:15]([CH:16]=[O:17])=[C:14]([F:22])[CH:13]=1.[H-].[Na+].Br[CH2:26][CH3:27].O. Product: [CH2:26]([N:1]1[C:5]2[CH:6]=[CH:7][CH:8]=[CH:9][C:4]=2[N:3]=[C:2]1[CH2:10][O:11][C:12]1[C:19]([O:20][CH3:21])=[CH:18][C:15]([CH:16]=[O:17])=[C:14]([F:22])[CH:13]=1)[CH3:27]. The catalyst class is: 80. (3) Product: [CH2:14]([O:13][C@@H:10]1[CH2:11][CH2:12][C@H:8]([NH2:7])[CH2:9]1)[CH3:15]. Reactant: C(OC(=O)[NH:7][C@H:8]1[CH2:12][CH2:11][C@@H:10]([O:13][CH2:14][CH3:15])[CH2:9]1)(C)(C)C.FC(F)(F)C(O)=O. The catalyst class is: 4. (4) The catalyst class is: 122. Reactant: [Cl:1][C:2]1[CH:10]=[CH:9][C:8]2[NH:7][CH:6]3[CH2:11][CH2:12][N:13]([CH3:15])[CH2:14][CH:5]3[C:4]=2[CH:3]=1.N1CCC[C@H]1C(O)=O.P([O-])([O-])([O-])=O.[K+].[K+].[K+].Br[CH:33]=[C:34]([C:36]1[CH:41]=[C:40]([F:42])[C:39]([F:43])=[CH:38][C:37]=1[Cl:44])[CH3:35]. Product: [Cl:1][C:2]1[CH:10]=[CH:9][C:8]2[N:7](/[CH:33]=[C:34](\[C:36]3[CH:41]=[C:40]([F:42])[C:39]([F:43])=[CH:38][C:37]=3[Cl:44])/[CH3:35])[C:6]3[CH2:11][CH2:12][N:13]([CH3:15])[CH2:14][C:5]=3[C:4]=2[CH:3]=1. (5) Reactant: Cl.[NH2:2][CH2:3][CH2:4][NH:5][C:6]([C:8]1[N:9]=[N:10][N:11]([C:19]2[CH:24]=[CH:23][C:22]([C:25]([NH:27][CH2:28][C:29]([F:32])([F:31])[F:30])=[O:26])=[CH:21][CH:20]=2)[C:12]=1[CH2:13][CH2:14][CH2:15][CH2:16][CH2:17][F:18])=[O:7].C(N(CC)CC)C.[F:40][C:41]1[CH:46]=[CH:45][CH:44]=[C:43]([N:47]=[C:48]=[O:49])[CH:42]=1.O. Product: [F:18][CH2:17][CH2:16][CH2:15][CH2:14][CH2:13][C:12]1[N:11]([C:19]2[CH:20]=[CH:21][C:22]([C:25]([NH:27][CH2:28][C:29]([F:31])([F:32])[F:30])=[O:26])=[CH:23][CH:24]=2)[N:10]=[N:9][C:8]=1[C:6]([NH:5][CH2:4][CH2:3][NH:2][C:48]([NH:47][C:43]1[CH:44]=[CH:45][CH:46]=[C:41]([F:40])[CH:42]=1)=[O:49])=[O:7]. The catalyst class is: 4. (6) Reactant: [C:1]1(=[O:13])[CH2:12][CH2:11][CH2:10][CH2:9][CH2:8][CH2:7][CH2:6][CH2:5][CH2:4][CH2:3][CH2:2]1.[C:14](=O)([O-])[O-:15].[K+].[K+].C=O. Product: [OH:15][CH2:14][CH:2]1[CH2:3][CH2:4][CH2:5][CH2:6][CH2:7][CH2:8][CH2:9][CH2:10][CH2:11][CH2:12][C:1]1=[O:13]. The catalyst class is: 47. (7) Reactant: [Cl:1][C:2]1[CH:3]=[C:4]2[C:8](=[C:9]([C:11]([O:13][CH2:14][C:15]3([C:28]4[CH:33]=[CH:32][C:31]([F:34])=[CH:30][CH:29]=4)[CH2:20][CH2:19][N:18]([C:21]([O:23][C:24]([CH3:27])([CH3:26])[CH3:25])=[O:22])[CH2:17][CH2:16]3)=[O:12])[CH:10]=1)[NH:7][N:6]=[CH:5]2.C1(N(C)C2CCCCC2)CCCCC1.Cl[CH2:50][O:51][CH2:52][CH2:53][Si:54]([CH3:57])([CH3:56])[CH3:55]. Product: [Cl:1][C:2]1[CH:10]=[C:9]([C:11]([O:13][CH2:14][C:15]2([C:28]3[CH:33]=[CH:32][C:31]([F:34])=[CH:30][CH:29]=3)[CH2:20][CH2:19][N:18]([C:21]([O:23][C:24]([CH3:27])([CH3:26])[CH3:25])=[O:22])[CH2:17][CH2:16]2)=[O:12])[C:8]2[C:4](=[CH:5][N:6]([CH2:50][O:51][CH2:52][CH2:53][Si:54]([CH3:57])([CH3:56])[CH3:55])[N:7]=2)[CH:3]=1. The catalyst class is: 7.